From a dataset of Forward reaction prediction with 1.9M reactions from USPTO patents (1976-2016). Predict the product of the given reaction. (1) Given the reactants [NH2:1][C:2]1[CH:27]=[CH:26][C:5]([O:6][C:7]2[CH:12]=[CH:11][N:10]=[C:9]([NH:13][C:14]([N:16]3[CH2:21][CH2:20][CH:19]([CH2:22][N:23]([CH3:25])[CH3:24])[CH2:18][CH2:17]3)=[O:15])[CH:8]=2)=[C:4]([F:28])[CH:3]=1.[C:29]1([CH2:35][C:36]([N:38]=[C:39]=[O:40])=[O:37])[CH:34]=[CH:33][CH:32]=[CH:31][CH:30]=1, predict the reaction product. The product is: [CH3:24][N:23]([CH2:22][CH:19]1[CH2:18][CH2:17][N:16]([C:14]([NH:13][C:9]2[CH:8]=[C:7]([O:6][C:5]3[CH:26]=[CH:27][C:2]([NH:1][C:39]([NH:38][C:36](=[O:37])[CH2:35][C:29]4[CH:30]=[CH:31][CH:32]=[CH:33][CH:34]=4)=[O:40])=[CH:3][C:4]=3[F:28])[CH:12]=[CH:11][N:10]=2)=[O:15])[CH2:21][CH2:20]1)[CH3:25]. (2) Given the reactants Br[C:2]1[CH:7]=[C:6]([C:8]([F:11])([F:10])[F:9])[CH:5]=[C:4]([C:12]2[CH:17]=[CH:16][C:15]([C:18]([F:21])([F:20])[F:19])=[CH:14][CH:13]=2)[N:3]=1.[CH3:22][O:23][C:24]1[CH:31]=[CH:30][C:27]([CH2:28][NH2:29])=[CH:26][CH:25]=1, predict the reaction product. The product is: [CH3:22][O:23][C:24]1[CH:31]=[CH:30][C:27]([CH2:28][NH:29][C:2]2[CH:7]=[C:6]([C:8]([F:11])([F:10])[F:9])[CH:5]=[C:4]([C:12]3[CH:17]=[CH:16][C:15]([C:18]([F:21])([F:20])[F:19])=[CH:14][CH:13]=3)[N:3]=2)=[CH:26][CH:25]=1. (3) Given the reactants [CH:1]1([C:7]2([CH3:14])[NH:11][C:10](=[O:12])[NH:9][C:8]2=[O:13])[CH2:6][CH2:5][CH2:4][CH2:3][CH2:2]1.C([O-])([O-])=O.[K+].[K+].CN(C=O)C.Cl[CH2:27][C:28]([N:30]([O:32][CH3:33])[CH3:31])=[O:29], predict the reaction product. The product is: [CH:1]1([C:7]2([CH3:14])[C:8](=[O:13])[N:9]([CH2:27][C:28]([N:30]([O:32][CH3:33])[CH3:31])=[O:29])[C:10](=[O:12])[NH:11]2)[CH2:2][CH2:3][CH2:4][CH2:5][CH2:6]1. (4) Given the reactants [CH:1]1([O:5][C:6]2[C:15](B3OC(C)(C)C(C)(C)O3)=[CH:14][CH:13]=[C:12]3[C:7]=2[CH2:8][CH2:9][C@H:10]([CH3:29])[N:11]3[C:25]([O:27][CH3:28])=[O:26])[CH2:4][CH2:3][CH2:2]1.Br[C:31]1[N:32]=[C:33]([N:36]2[CH2:41][CH2:40][N:39]([C:42]([O:44][C:45]([CH3:48])([CH3:47])[CH3:46])=[O:43])[CH2:38][CH2:37]2)[S:34][CH:35]=1.C(=O)([O-])[O-].[Na+].[Na+].O1CCOCC1, predict the reaction product. The product is: [C:45]([O:44][C:42]([N:39]1[CH2:40][CH2:41][N:36]([C:33]2[S:34][CH:35]=[C:31]([C:15]3[C:6]([O:5][CH:1]4[CH2:2][CH2:3][CH2:4]4)=[C:7]4[C:12](=[CH:13][CH:14]=3)[N:11]([C:25]([O:27][CH3:28])=[O:26])[C@@H:10]([CH3:29])[CH2:9][CH2:8]4)[N:32]=2)[CH2:37][CH2:38]1)=[O:43])([CH3:48])([CH3:46])[CH3:47].